Dataset: Peptide-MHC class II binding affinity with 134,281 pairs from IEDB. Task: Regression. Given a peptide amino acid sequence and an MHC pseudo amino acid sequence, predict their binding affinity value. This is MHC class II binding data. The peptide sequence is KFVDSTVVASVTIID. The MHC is DRB1_0802 with pseudo-sequence DRB1_0802. The binding affinity (normalized) is 0.392.